From a dataset of Catalyst prediction with 721,799 reactions and 888 catalyst types from USPTO. Predict which catalyst facilitates the given reaction. The catalyst class is: 5. Reactant: C([O:4][C:5]1[CH:22]=[CH:21][C:20]2[C@@H:19]3[C@H:10]([C@H:11]4[C@@:15]([CH2:17][C@H:18]3[O:23][C:24](=[O:26])[CH3:25])([CH3:16])[C:14](=[O:27])[CH2:13][CH2:12]4)[CH2:9][CH2:8][C:7]=2[CH:6]=1)(=O)C.C(=O)([O-])O.[Na+].O.Cl. Product: [C:24]([O:23][C@@H:18]1[CH2:17][C@@:15]2([CH3:16])[C@@H:11]([CH2:12][CH2:13][C:14]2=[O:27])[C@H:10]2[C@H:19]1[C:20]1[CH:21]=[CH:22][C:5]([OH:4])=[CH:6][C:7]=1[CH2:8][CH2:9]2)(=[O:26])[CH3:25].